Dataset: Forward reaction prediction with 1.9M reactions from USPTO patents (1976-2016). Task: Predict the product of the given reaction. (1) Given the reactants [C:1]([O-])([O-])=O.[K+].[K+].[CH3:7][O:8][C:9]([C:11]1[CH:12]=[CH:13][CH:14]=[C:15]2[O:20][CH2:19][CH2:18][NH:17][C:16]=12)=[O:10].CI.O, predict the reaction product. The product is: [CH3:7][O:8][C:9]([C:11]1[CH:12]=[CH:13][CH:14]=[C:15]2[O:20][CH2:19][CH2:18][N:17]([CH3:1])[C:16]=12)=[O:10]. (2) The product is: [CH2:9]([N:8]([CH2:1][C:2]1[CH:7]=[CH:6][CH:5]=[CH:4][CH:3]=1)[CH:23]1[CH2:24][CH2:25][O:20][CH2:21][CH2:22]1)[C:10]1[CH:15]=[CH:14][CH:13]=[CH:12][CH:11]=1. Given the reactants [CH2:1]([NH:8][CH2:9][C:10]1[CH:15]=[CH:14][CH:13]=[CH:12][CH:11]=1)[C:2]1[CH:7]=[CH:6][CH:5]=[CH:4][CH:3]=1.C(O)(=O)C.[O:20]1[CH2:25][CH2:24][C:23](=O)[CH2:22][CH2:21]1.C(O[BH-](OC(=O)C)OC(=O)C)(=O)C.[Na+], predict the reaction product. (3) Given the reactants [CH3:1][C:2]([CH3:20])([O:4][C:5]([NH:7][CH:8]([C:12]1[CH:17]=[C:16]([F:18])[CH:15]=[C:14]([F:19])[CH:13]=1)[C:9](O)=[O:10])=[O:6])[CH3:3].F[P-](F)(F)(F)(F)F.[N:28]1(OC(N(C)C)=[N+](C)C)C2N=CC=CC=2N=N1.CCOC(C)=O, predict the reaction product. The product is: [CH3:1][C:2]([CH3:20])([O:4][C:5]([NH:7][CH:8]([C:12]1[CH:17]=[C:16]([F:18])[CH:15]=[C:14]([F:19])[CH:13]=1)[C:9]([NH2:28])=[O:10])=[O:6])[CH3:3]. (4) Given the reactants [C:1]([CH2:3][CH2:4][PH:5]([O:14][C@@H:15]1[C@@H:19]([CH2:20][O:21][C:22]([C:39]2[CH:44]=[CH:43][CH:42]=[CH:41][CH:40]=2)([C:31]2[CH:36]=[CH:35][C:34]([O:37][CH3:38])=[CH:33][CH:32]=2)[C:23]2[CH:28]=[CH:27][C:26]([O:29][CH3:30])=[CH:25][CH:24]=2)[O:18][C@@H:17]([N:45]2[CH:52]=[CH:51][C:49](=[O:50])[NH:48][C:46]2=O)[C@@H:16]1[O:53][CH2:54][O:55][CH2:56][CH:57]([C:62]([F:65])([F:64])[F:63])[C:58]([F:61])([F:60])[F:59])([N:7]([CH:11]([CH3:13])[CH3:12])[CH:8]([CH3:10])[CH3:9])[OH:6])#[N:2].[O:66]([CH2:73][C:74]([NH:76][C:77]1[NH:78]C(=O)C2N=CN(C=2[N:129]=1)[C@@H]1O[C@H](COC(C2C=CC=CC=2)(C2C=CC(OC)=CC=2)C2C=CC(OC)=CC=2)[C@@H](O)[C@H]1OCOCC(C(F)(F)F)C(F)(F)F)=[O:75])[C:67]1[CH:72]=[CH:71][CH:70]=[CH:69][CH:68]=1, predict the reaction product. The product is: [C:1]([CH2:3][CH2:4][PH:5]([O:14][C@@H:15]1[C@@H:19]([CH2:20][O:21][C:22]([C:39]2[CH:40]=[CH:41][CH:42]=[CH:43][CH:44]=2)([C:23]2[CH:24]=[CH:25][C:26]([O:29][CH3:30])=[CH:27][CH:28]=2)[C:31]2[CH:36]=[CH:35][C:34]([O:37][CH3:38])=[CH:33][CH:32]=2)[O:18][C@@H:17]([N:45]2[C:52]3[N:129]=[C:77]([NH:76][C:74](=[O:75])[CH2:73][O:66][C:67]4[CH:68]=[CH:69][CH:70]=[CH:71][CH:72]=4)[NH:78][C:49](=[O:50])[C:51]=3[N:48]=[CH:46]2)[C@@H:16]1[O:53][CH2:54][O:55][CH2:56][CH:57]([C:62]([F:63])([F:65])[F:64])[C:58]([F:59])([F:60])[F:61])([N:7]([CH:11]([CH3:13])[CH3:12])[CH:8]([CH3:10])[CH3:9])[OH:6])#[N:2]. (5) The product is: [CH3:32][N:33]([CH2:34][C:35]1[N:36]([CH3:44])[C:37]2[C:42]([CH:43]=1)=[CH:41][CH:40]=[CH:39][CH:38]=2)[C:19](=[O:21])/[CH:18]=[CH:17]/[C:15]1[CH:14]=[N:13][C:11]2[NH:12][C:6](=[O:5])[CH2:7][CH2:8][NH:9][C:10]=2[CH:16]=1. Given the reactants C(Cl)CCl.[O:5]=[C:6]1[NH:12][C:11]2[N:13]=[CH:14][C:15](/[CH:17]=[CH:18]/[C:19]([OH:21])=O)=[CH:16][C:10]=2[NH:9][CH2:8][CH2:7]1.C1C=CC2N(O)N=NC=2C=1.[CH3:32][NH:33][CH2:34][C:35]1[N:36]([CH3:44])[C:37]2[C:42]([CH:43]=1)=[CH:41][CH:40]=[CH:39][CH:38]=2.C(N(C(C)C)C(C)C)C, predict the reaction product. (6) The product is: [C:4]([C:8]1[CH:15]=[CH:14][C:11]([CH:12]=[N:2][OH:3])=[CH:10][CH:9]=1)([CH3:7])([CH3:6])[CH3:5]. Given the reactants Cl.[NH2:2][OH:3].[C:4]([C:8]1[CH:15]=[CH:14][C:11]([CH:12]=O)=[CH:10][CH:9]=1)([CH3:7])([CH3:6])[CH3:5].[OH-].[Na+].Cl, predict the reaction product.